Dataset: Catalyst prediction with 721,799 reactions and 888 catalyst types from USPTO. Task: Predict which catalyst facilitates the given reaction. (1) Reactant: Br[CH2:2][C:3]1[CH:12]=[CH:11][C:6]([C:7]([O:9][CH3:10])=[O:8])=[CH:5][C:4]=1[Cl:13].[CH3:14][N:15]1[CH2:20][CH2:19][NH:18][CH2:17][CH2:16]1.C(=O)([O-])[O-].[K+].[K+]. Product: [Cl:13][C:4]1[CH:5]=[C:6]([CH:11]=[CH:12][C:3]=1[CH2:2][N:18]1[CH2:19][CH2:20][N:15]([CH3:14])[CH2:16][CH2:17]1)[C:7]([O:9][CH3:10])=[O:8]. The catalyst class is: 9. (2) Reactant: [N:1]1([C:6]2[CH:13]=[CH:12][C:9]([C:10]#[N:11])=[CH:8][CH:7]=2)[CH:5]=[CH:4][N:3]=[N:2]1.[H-].[Al+3].[Li+].[H-].[H-].[H-].[OH-].[Na+]. Product: [N:1]1([C:6]2[CH:7]=[CH:8][C:9]([CH2:10][NH2:11])=[CH:12][CH:13]=2)[CH:5]=[CH:4][N:3]=[N:2]1. The catalyst class is: 1. (3) Reactant: [Br:1][C:2]1[CH:7]=[CH:6][C:5](I)=[CH:4][C:3]=1[F:9].[N:10]1[C:19]2[CH:18]=[CH:17][CH:16]=[C:15](B(O)O)[C:14]=2[CH:13]=[CH:12][CH:11]=1.C([O-])(=O)C.[K+].C([O-])([O-])=O.[Cs+].[Cs+]. Product: [Br:1][C:2]1[CH:7]=[CH:6][C:5]([C:15]2[CH:16]=[CH:17][CH:18]=[C:19]3[C:14]=2[CH:13]=[CH:12][CH:11]=[N:10]3)=[CH:4][C:3]=1[F:9]. The catalyst class is: 418. (4) Reactant: C1(P(C2C=CC=CC=2)C2C=CC=CC=2)C=CC=CC=1.[C:20]([N:27]1[CH2:33][CH2:32][CH2:31][C@H:28]1[CH2:29][OH:30])([O:22][C:23]([CH3:26])([CH3:25])[CH3:24])=[O:21].[CH3:34][C:35]1([CH3:49])[C:39]([CH3:41])([CH3:40])[O:38][B:37]([C:42]2[CH:47]=[CH:46][C:45](O)=[CH:44][CH:43]=2)[O:36]1.N(C(N1CCCCC1)=O)=NC(N1CCCCC1)=O. Product: [C:23]([O:22][C:20]([N:27]1[CH2:33][CH2:32][CH2:31][C@H:28]1[CH2:29][O:30][C:45]1[CH:46]=[CH:47][C:42]([B:37]2[O:38][C:39]([CH3:41])([CH3:40])[C:35]([CH3:49])([CH3:34])[O:36]2)=[CH:43][CH:44]=1)=[O:21])([CH3:26])([CH3:25])[CH3:24]. The catalyst class is: 1. (5) Reactant: [CH2:1]([O:5][C:6]1[CH:11]=[CH:10][C:9]([OH:12])=[CH:8][CH:7]=1)[C:2]#[C:3][CH3:4].Cl.[CH2:14](Cl)[CH3:15].[NH:17]1[CH2:22][CH2:21][CH2:20][CH2:19][CH2:18]1.C([O-])([O-])=O.[K+].[K+].Cl. Product: [CH2:1]([O:5][C:6]1[CH:7]=[CH:8][C:9]([O:12][CH2:21][CH2:22][N:17]2[CH2:15][CH2:14][CH2:20][CH2:19][CH2:18]2)=[CH:10][CH:11]=1)[C:2]#[C:3][CH3:4]. The catalyst class is: 275.